This data is from Full USPTO retrosynthesis dataset with 1.9M reactions from patents (1976-2016). The task is: Predict the reactants needed to synthesize the given product. (1) The reactants are: [NH2:1][C@@H:2]1[C:11]2[C:6](=[CH:7][CH:8]=[CH:9][CH:10]=2)[C@H:5]([OH:12])[CH2:4][CH2:3]1.[H-].[Na+].F[C:16]1[CH:17]=[CH:18][C:19]([C:22]([N:24]2[CH2:29][CH2:28][O:27][CH2:26][CH2:25]2)=[O:23])=[N:20][CH:21]=1. Given the product [NH2:1][C@@H:2]1[C:11]2[C:6](=[CH:7][CH:8]=[CH:9][CH:10]=2)[C@H:5]([O:12][C:16]2[CH:17]=[CH:18][C:19]([C:22]([N:24]3[CH2:29][CH2:28][O:27][CH2:26][CH2:25]3)=[O:23])=[N:20][CH:21]=2)[CH2:4][CH2:3]1, predict the reactants needed to synthesize it. (2) Given the product [S:1]1[C:5]2[CH:6]=[CH:7][C:8]([CH2:10][CH2:11][O:12][CH2:13][CH2:14][N:16]3[CH2:20][CH2:19][CH:18]([NH2:21])[CH2:17]3)=[CH:9][C:4]=2[CH:3]=[CH:2]1, predict the reactants needed to synthesize it. The reactants are: [S:1]1[C:5]2[CH:6]=[CH:7][C:8]([CH2:10][CH2:11][O:12][CH2:13][C:14]([N:16]3[CH2:20][CH2:19][CH:18]([NH:21]C(=O)[O-])[CH2:17]3)=O)=[CH:9][C:4]=2[CH:3]=[CH:2]1.Cl.O.[OH-].[Na+].